Predict which catalyst facilitates the given reaction. From a dataset of Catalyst prediction with 721,799 reactions and 888 catalyst types from USPTO. Reactant: [OH-].[Na+].[CH2:3]([O:6][C:7]([N:9]1[C:15]2[CH:16]=[C:17]([O:22][CH2:23][CH2:24][CH2:25][C:26]([O:28]C)=[O:27])[C:18]([O:20][CH3:21])=[CH:19][C:14]=2[CH2:13][N:12]2[CH2:30][CH2:31][CH2:32][C@H:11]2[C@@H:10]1[O:33][CH:34]1[CH2:39][CH2:38][CH2:37][CH2:36][O:35]1)=[O:8])[CH:4]=[CH2:5]. Product: [CH2:3]([O:6][C:7]([N:9]1[C:15]2[CH:16]=[C:17]([O:22][CH2:23][CH2:24][CH2:25][C:26]([OH:28])=[O:27])[C:18]([O:20][CH3:21])=[CH:19][C:14]=2[CH2:13][N:12]2[CH2:30][CH2:31][CH2:32][C@H:11]2[C@@H:10]1[O:33][CH:34]1[CH2:39][CH2:38][CH2:37][CH2:36][O:35]1)=[O:8])[CH:4]=[CH2:5]. The catalyst class is: 72.